From a dataset of Full USPTO retrosynthesis dataset with 1.9M reactions from patents (1976-2016). Predict the reactants needed to synthesize the given product. (1) Given the product [C:15]([C:12]1[N:13]=[CH:14][C:9]2[CH:8]=[C:7]([CH2:6][C:5]3[CH:4]=[CH:3][C:2]([NH:1][C:32](=[O:34])[CH3:33])=[CH:24][CH:23]=3)[N:17]([CH2:18][C:19]([CH3:21])([CH3:20])[CH3:22])[C:10]=2[N:11]=1)#[N:16], predict the reactants needed to synthesize it. The reactants are: [NH2:1][C:2]1[CH:24]=[CH:23][C:5]([CH2:6][C:7]2[N:17]([CH2:18][C:19]([CH3:22])([CH3:21])[CH3:20])[C:10]3[N:11]=[C:12]([C:15]#[N:16])[N:13]=[CH:14][C:9]=3[CH:8]=2)=[CH:4][CH:3]=1.C(N(CC)CC)C.[C:32](Cl)(=[O:34])[CH3:33]. (2) The reactants are: [Br:1][CH2:2][CH2:3][CH2:4][CH2:5][CH2:6][C:7]([C-:9]1[CH:13]=[CH:12][CH:11]=[CH:10]1)=O.[C-:14]1([C:19](=O)[CH2:20][CH2:21][CH2:22][CH2:23][CH2:24][Br:25])[CH:18]=[CH:17][CH:16]=[CH:15]1.[Fe+2:27]. Given the product [Br:1][CH2:2][CH2:3][CH2:4][CH2:5][CH2:6][CH2:7][C-:9]1[CH:10]=[CH:11][CH:12]=[CH:13]1.[C-:14]1([CH2:19][CH2:20][CH2:21][CH2:22][CH2:23][CH2:24][Br:25])[CH:18]=[CH:17][CH:16]=[CH:15]1.[Fe+2:27], predict the reactants needed to synthesize it. (3) Given the product [N+:1]([C:4]1[C:9]2[NH:10][CH:11]([CH2:14][O:15][S:31]([C:28]3[CH:29]=[CH:30][C:25]([CH3:35])=[CH:26][CH:27]=3)(=[O:33])=[O:32])[CH2:12][O:13][C:8]=2[CH:7]=[CH:6][CH:5]=1)([O-:3])=[O:2], predict the reactants needed to synthesize it. The reactants are: [N+:1]([C:4]1[C:9]2[NH:10][CH:11]([CH2:14][OH:15])[CH2:12][O:13][C:8]=2[CH:7]=[CH:6][CH:5]=1)([O-:3])=[O:2].C(N(CC)C(C)C)(C)C.[C:25]1([CH3:35])[CH:30]=[CH:29][C:28]([S:31](Cl)(=[O:33])=[O:32])=[CH:27][CH:26]=1. (4) Given the product [CH3:11][C:12]1([CH3:37])[CH2:21][CH2:20][C:19]([CH3:22])([CH3:23])[C:18]2[CH:17]=[C:16]([Se:24][CH2:25][CH2:26][C:27]3[CH:36]=[CH:35][C:30]([CH2:31][OH:32])=[CH:29][CH:28]=3)[CH:15]=[CH:14][C:13]1=2, predict the reactants needed to synthesize it. The reactants are: [H-].C([Al+]CC(C)C)C(C)C.[CH3:11][C:12]1([CH3:37])[CH2:21][CH2:20][C:19]([CH3:23])([CH3:22])[C:18]2[CH:17]=[C:16]([Se:24][C:25]#[C:26][C:27]3[CH:36]=[CH:35][C:30]([C:31](OC)=[O:32])=[CH:29][CH:28]=3)[CH:15]=[CH:14][C:13]1=2.C(C(C(C([O-])=O)O)O)([O-])=O.[Na+].[K+]. (5) Given the product [Cl:1][C:2]1[N:10]=[C:9]([O:21][CH2:20][C:19]([F:23])([F:22])[F:18])[CH:8]=[CH:7][C:3]=1[C:4]([OH:6])=[O:5], predict the reactants needed to synthesize it. The reactants are: [Cl:1][C:2]1[N:10]=[C:9](Cl)[CH:8]=[CH:7][C:3]=1[C:4]([OH:6])=[O:5].CC(C)([O-])C.[K+].[F:18][C:19]([F:23])([F:22])[CH2:20][OH:21]. (6) The reactants are: [CH2:1]([S:3]([C:6]1[CH:7]=[C:8]([C:12]2[CH:20]=[C:19]([C:21](O)=[O:22])[CH:18]=[C:17]3[C:13]=2[C:14]2[CH:27]=[C:26]([CH3:28])[CH:25]=[N:24][C:15]=2[NH:16]3)[CH:9]=[CH:10][CH:11]=1)(=[O:5])=[O:4])[CH3:2].C1C=CC2N(O)N=NC=2C=1.C(Cl)CCl.[CH3:43][N:44]1[CH2:49][CH2:48][NH:47][CH2:46][CH2:45]1. Given the product [CH2:1]([S:3]([C:6]1[CH:7]=[C:8]([C:12]2[CH:20]=[C:19]([C:21]([N:47]3[CH2:48][CH2:49][N:44]([CH3:43])[CH2:45][CH2:46]3)=[O:22])[CH:18]=[C:17]3[C:13]=2[C:14]2[CH:27]=[C:26]([CH3:28])[CH:25]=[N:24][C:15]=2[NH:16]3)[CH:9]=[CH:10][CH:11]=1)(=[O:4])=[O:5])[CH3:2], predict the reactants needed to synthesize it.